This data is from Full USPTO retrosynthesis dataset with 1.9M reactions from patents (1976-2016). The task is: Predict the reactants needed to synthesize the given product. (1) Given the product [C:25]([O:29][CH:30]1[CH2:33][CH:32]([C:34]([NH:24][CH2:23][C:3]2[CH:4]=[CH:5][C:6]([C:8]3[CH:13]=[CH:12][N:11]=[C:10]4[NH:14][C:15]([C:17]5[CH:18]=[N:19][N:20]([CH3:22])[CH:21]=5)=[N:16][C:9]=34)=[CH:7][C:2]=2[F:1])=[O:35])[CH2:31]1)([CH3:28])([CH3:27])[CH3:26], predict the reactants needed to synthesize it. The reactants are: [F:1][C:2]1[CH:7]=[C:6]([C:8]2[CH:13]=[CH:12][N:11]=[C:10]3[NH:14][C:15]([C:17]4[CH:18]=[N:19][N:20]([CH3:22])[CH:21]=4)=[N:16][C:9]=23)[CH:5]=[CH:4][C:3]=1[CH2:23][NH2:24].[C:25]([O:29][CH:30]1[CH2:33][CH:32]([C:34](O)=[O:35])[CH2:31]1)([CH3:28])([CH3:27])[CH3:26].CN(C(ON1N=NC2C=CC=NC1=2)=[N+](C)C)C.F[P-](F)(F)(F)(F)F.CCN(C(C)C)C(C)C. (2) Given the product [Si:15]([O:10][CH:6]([CH2:7][CH:8]=[CH2:9])[CH2:5][CH:4]=[CH2:3])([C:11]([CH3:14])([CH3:13])[CH3:12])([C:23]1[CH:24]=[CH:25][CH:26]=[CH:27][CH:28]=1)[C:17]1[CH:22]=[CH:21][CH:20]=[CH:19][CH:18]=1, predict the reactants needed to synthesize it. The reactants are: [H-].[Na+].[CH2:3]=[CH:4][CH2:5][CH:6]([OH:10])[CH2:7][CH:8]=[CH2:9].[C:11]([Si:15]([C:23]1[CH:28]=[CH:27][CH:26]=[CH:25][CH:24]=1)([C:17]1[CH:22]=[CH:21][CH:20]=[CH:19][CH:18]=1)Cl)([CH3:14])([CH3:13])[CH3:12].